Dataset: Full USPTO retrosynthesis dataset with 1.9M reactions from patents (1976-2016). Task: Predict the reactants needed to synthesize the given product. (1) Given the product [OH:1][C:2]1([C:22]([F:25])([F:24])[F:23])[N:6]([C:7]2[CH:15]=[CH:14][C:10]([C:11]([OH:13])=[O:12])=[CH:9][N:8]=2)[N:5]=[C:4]([C:16]2[CH:17]=[N:18][CH:19]=[CH:20][CH:21]=2)[CH2:3]1.[OH:1][C:2]1([C:22]([F:24])([F:25])[F:23])[N:6]([C:7]2[CH:15]=[CH:14][C:10]([C:11]([NH2:47])=[O:13])=[C:9]([C:38]3[C:39]4[C:44](=[CH:43][CH:42]=[CH:41][CH:40]=4)[C:35]([O:34][CH2:33][CH2:32][N:26]4[CH2:31][CH2:68][O:71][CH2:28][CH2:27]4)=[CH:36][CH:37]=3)[N:8]=2)[N:5]=[C:4]([C:16]2[CH:17]=[N:18][CH:19]=[CH:20][CH:21]=2)[CH2:3]1, predict the reactants needed to synthesize it. The reactants are: [OH:1][C:2]1([C:22]([F:25])([F:24])[F:23])[N:6]([C:7]2[CH:15]=[CH:14][C:10]([C:11]([OH:13])=[O:12])=[CH:9][N:8]=2)[N:5]=[C:4]([C:16]2[CH:17]=[N:18][CH:19]=[CH:20][CH:21]=2)[CH2:3]1.[N:26]1([CH2:32][CH2:33][O:34][C:35]2[C:44]3[C:39](=[CH:40][CH:41]=[CH:42][CH:43]=3)[C:38](N)=[CH:37][CH:36]=2)[CH2:31]CC[CH2:28][CH2:27]1.C[N:47](C)CCCN=C=NCC.O.ON1C2C=CC=CC=2N=N1.[C:68](=[O:71])(O)[O-].[Na+]. (2) Given the product [Cl:19][C:7]1=[N:8][C:9]2[CH:15]=[CH:14][CH:13]=[CH:12][C:10]=2[O:11][C:5]2[CH:4]=[CH:3][CH:2]=[CH:1][C:6]1=2, predict the reactants needed to synthesize it. The reactants are: [CH:1]1[C:6]2[C:7](=O)[NH:8][C:9]3[CH:15]=[CH:14][CH:13]=[CH:12][C:10]=3[O:11][C:5]=2[CH:4]=[CH:3][CH:2]=1.P(Cl)(Cl)([Cl:19])=O. (3) Given the product [NH2:11][C:9]1[N:8]=[CH:7][N:6]=[C:5]2[N:4]([CH2:19][CH2:20][NH:21][C:22](=[O:23])[O:24][C:25]([CH3:28])([CH3:27])[CH3:26])[N:3]=[C:2]([I:1])[C:10]=12, predict the reactants needed to synthesize it. The reactants are: [I:1][C:2]1[C:10]2[C:5](=[N:6][CH:7]=[N:8][C:9]=2[NH2:11])[NH:4][N:3]=1.[H-].[Na+].CS(O[CH2:19][CH2:20][NH:21][C:22]([O:24][C:25]([CH3:28])([CH3:27])[CH3:26])=[O:23])(=O)=O. (4) Given the product [CH3:36][C:35]1[C:30]([N:27]2[CH2:26][CH2:25][N:24]([C:22]([C:11]3[CH:12]=[CH:13][C:14]([N:16]4[CH2:20][CH2:19][CH2:18][C:17]4=[O:21])=[CH:15][C:10]=3[C:9]([NH:8][CH3:6])=[O:38])=[O:23])[CH2:29][CH2:28]2)=[N:31][CH:32]=[C:33]([CH3:37])[CH:34]=1, predict the reactants needed to synthesize it. The reactants are: C(O[C:6]([N:8](C(OC(C)(C)C)=O)[C:9](=[O:38])[C:10]1[CH:15]=[C:14]([N:16]2[CH2:20][CH2:19][CH2:18][C:17]2=[O:21])[CH:13]=[CH:12][C:11]=1[C:22]([N:24]1[CH2:29][CH2:28][N:27]([C:30]2[C:35]([CH3:36])=[CH:34][C:33]([CH3:37])=[CH:32][N:31]=2)[CH2:26][CH2:25]1)=[O:23])=O)(C)(C)C. (5) Given the product [F:21][C:22]1[CH:27]=[CH:26][C:25]([NH:28][C:29]([N:10]2[CH:9]([C:6]3[CH:7]=[CH:8][C:3]([C:2]([F:1])([F:19])[F:20])=[CH:4][CH:5]=3)[C:18]3[N:17]=[CH:16][CH:15]=[CH:14][C:13]=3[CH2:12][CH2:11]2)=[O:30])=[CH:24][CH:23]=1, predict the reactants needed to synthesize it. The reactants are: [F:1][C:2]([F:20])([F:19])[C:3]1[CH:8]=[CH:7][C:6]([CH:9]2[C:18]3[N:17]=[CH:16][CH:15]=[CH:14][C:13]=3[CH2:12][CH2:11][NH:10]2)=[CH:5][CH:4]=1.[F:21][C:22]1[CH:27]=[CH:26][C:25]([N:28]=[C:29]=[O:30])=[CH:24][CH:23]=1. (6) Given the product [C:7]([O:1][CH:2]([C:7]1[C:8]([CH3:23])=[N:9][C:10]2[N:11]([N:20]=[CH:21][CH:22]=2)[C:12]=1[C:13]1[CH:18]=[CH:17][C:16]([CH3:19])=[CH:15][CH:14]=1)[C:3]([O:5][CH3:6])=[O:4])([CH3:8])([CH3:12])[CH3:2], predict the reactants needed to synthesize it. The reactants are: [OH:1][CH:2]([C:7]1[C:8]([CH3:23])=[N:9][C:10]2[N:11]([N:20]=[CH:21][CH:22]=2)[C:12]=1[C:13]1[CH:18]=[CH:17][C:16]([CH3:19])=[CH:15][CH:14]=1)[C:3]([O:5][CH3:6])=[O:4].Cl(O)(=O)(=O)=O.